From a dataset of Catalyst prediction with 721,799 reactions and 888 catalyst types from USPTO. Predict which catalyst facilitates the given reaction. (1) Reactant: [S:1]1[CH:5]=[CH:4][C:3]2[C:6]([N:10]3[CH2:15][CH2:14][N:13]([CH2:16][CH2:17][CH2:18][O:19][C:20]4[CH:29]=[C:28]5[C:23]([CH:24]=[CH:25][N:26]([CH3:31])[C:27]5=[O:30])=[CH:22][CH:21]=4)[CH2:12][CH2:11]3)=[CH:7][CH:8]=[CH:9][C:2]1=2.S1C=CC2C(N3CCN(CCCOC4C=C5C(C=CNC5=O)=CC=4)CC3)=CC=CC1=2.CI.C(O)C.[ClH:67]. Product: [ClH:67].[S:1]1[CH:5]=[CH:4][C:3]2[C:6]([N:10]3[CH2:15][CH2:14][N:13]([CH2:16][CH2:17][CH2:18][O:19][C:20]4[CH:29]=[C:28]5[C:23]([CH:24]=[CH:25][N:26]([CH3:31])[C:27]5=[O:30])=[CH:22][CH:21]=4)[CH2:12][CH2:11]3)=[CH:7][CH:8]=[CH:9][C:2]1=2. The catalyst class is: 13. (2) Reactant: [CH2:1]([N:5]1[C:10]2[CH:11]=[C:12]([C:20](O)=[O:21])[CH:13]=[C:14]([C:15]3[O:16][CH:17]=[CH:18][N:19]=3)[C:9]=2[O:8][CH2:7][CH2:6]1)[CH2:2][CH2:3][CH3:4].CN(C(ON1N=NC2C=CC=CC1=2)=[N+](C)C)C.F[P-](F)(F)(F)(F)F.C(N(C(C)C)CC)(C)C.[NH2:56][C@@H:57]([CH2:71][C:72]1[CH:77]=[C:76]([F:78])[CH:75]=[C:74]([F:79])[CH:73]=1)[C@H:58]([OH:70])[CH2:59][NH:60][CH2:61][C:62]1[CH:67]=[CH:66][CH:65]=[C:64]([CH2:68][CH3:69])[CH:63]=1. Product: [CH2:1]([N:5]1[C:10]2[CH:11]=[C:12]([C:20]([NH:56][C@@H:57]([CH2:71][C:72]3[CH:73]=[C:74]([F:79])[CH:75]=[C:76]([F:78])[CH:77]=3)[C@H:58]([OH:70])[CH2:59][NH:60][CH2:61][C:62]3[CH:67]=[CH:66][CH:65]=[C:64]([CH2:68][CH3:69])[CH:63]=3)=[O:21])[CH:13]=[C:14]([C:15]3[O:16][CH:17]=[CH:18][N:19]=3)[C:9]=2[O:8][CH2:7][CH2:6]1)[CH2:2][CH2:3][CH3:4]. The catalyst class is: 2. (3) Reactant: [C:1]([NH:8][CH2:9][CH2:10]OS(C)(=O)=O)([O:3][C:4]([CH3:7])([CH3:6])[CH3:5])=[O:2].[CH3:16][NH2:17]. Product: [C:1]([NH:8][CH2:9][CH2:10][NH:17][CH3:16])([O:3][C:4]([CH3:7])([CH3:6])[CH3:5])=[O:2]. The catalyst class is: 1. (4) Reactant: [Mg].[Li+].[Cl-].CC(C[AlH]CC(C)C)C.Br[C:14]1[CH:15]=[C:16]([CH3:24])[C:17]([O:22][CH3:23])=[C:18]([CH:21]=1)[C:19]#[N:20].[Br:25][C:26]1[CH:27]=[C:28]([C:32]([C:40]2[CH:45]=[CH:44][CH:43]=[C:42]([F:46])[C:41]=2[C:47]#[N:48])=[N:33]S(C(C)(C)C)=O)[CH:29]=[CH:30][CH:31]=1.Cl. Product: [NH2:48][C:47]1[C:41]2[C:40](=[CH:45][CH:44]=[CH:43][C:42]=2[F:46])[C:32]([C:14]2[CH:15]=[C:16]([CH3:24])[C:17]([O:22][CH3:23])=[C:18]([CH:21]=2)[C:19]#[N:20])([C:28]2[CH:29]=[CH:30][CH:31]=[C:26]([Br:25])[CH:27]=2)[N:33]=1. The catalyst class is: 36. (5) Reactant: [CH2:1]([NH:3][C:4]1[C:8]2[C:9]([O:13][CH3:14])=[CH:10][CH:11]=[CH:12][C:7]=2[S:6][N:5]=1)[CH3:2].ClC1C=CC=C(C(OO)=[O:23])C=1. Product: [CH2:1]([NH:3][C:4]1[C:8]2[C:9]([O:13][CH3:14])=[CH:10][CH:11]=[CH:12][C:7]=2[S:6](=[O:23])[N:5]=1)[CH3:2]. The catalyst class is: 4. (6) The catalyst class is: 66. Product: [O:1]1[CH2:6][CH2:5][CH:4]([CH2:7][O:8][S:9]([C:12]2[CH:18]=[CH:17][C:15]([CH3:16])=[CH:14][CH:13]=2)(=[O:11])=[O:10])[CH2:3][CH2:2]1. Reactant: [O:1]1[CH2:6][CH2:5][CH:4]([CH2:7][OH:8])[CH2:3][CH2:2]1.[S:9](Cl)([C:12]1[CH:18]=[CH:17][C:15]([CH3:16])=[CH:14][CH:13]=1)(=[O:11])=[O:10]. (7) Reactant: [CH:1]1([N:7]([CH2:32][CH2:33][NH:34][CH2:35][CH2:36][C:37]2[C:45]3[S:44][C:43](=[O:46])[NH:42][C:41]=3[C:40]([OH:47])=[CH:39][CH:38]=2)[C:8](=[O:31])[CH2:9][CH2:10][N:11]([CH2:22][CH2:23][C:24]2[CH:29]=[CH:28][CH:27]=[C:26]([F:30])[CH:25]=2)C(=O)OCC2C=CC=CC=2)[CH2:6][CH2:5][CH2:4][CH2:3][CH2:2]1.[BrH:48].COC(C)(C)C. Product: [BrH:48].[BrH:48].[CH:1]1([N:7]([CH2:32][CH2:33][NH:34][CH2:35][CH2:36][C:37]2[C:45]3[S:44][C:43](=[O:46])[NH:42][C:41]=3[C:40]([OH:47])=[CH:39][CH:38]=2)[C:8](=[O:31])[CH2:9][CH2:10][NH:11][CH2:22][CH2:23][C:24]2[CH:29]=[CH:28][CH:27]=[C:26]([F:30])[CH:25]=2)[CH2:6][CH2:5][CH2:4][CH2:3][CH2:2]1. The catalyst class is: 15. (8) Reactant: [F:1][C:2]1[CH:7]=[CH:6][C:5]([NH:8][C:9]2[C:17]3[C:16]4[CH2:18][NH:19][CH2:20][CH2:21][C:15]=4[NH:14][C:13]=3[N:12]=[CH:11][CH:10]=2)=[CH:4][CH:3]=1.[C:22](OC(=O)C)(=[O:24])[CH3:23].C(N(CC)CC)C. Product: [F:1][C:2]1[CH:3]=[CH:4][C:5]([NH:8][C:9]2[C:17]3[C:16]4[CH2:18][N:19]([C:22](=[O:24])[CH3:23])[CH2:20][CH2:21][C:15]=4[NH:14][C:13]=3[N:12]=[CH:11][CH:10]=2)=[CH:6][CH:7]=1. The catalyst class is: 26.